From a dataset of Full USPTO retrosynthesis dataset with 1.9M reactions from patents (1976-2016). Predict the reactants needed to synthesize the given product. (1) The reactants are: [C:1]12([N:6]([CH3:21])[C:7]([C:9]3[CH:10]=[C:11](B(O)O)[CH:12]=[N:13][C:14]=3[N:15]([CH3:17])[CH3:16])=[O:8])[CH2:5][CH:3]([CH2:4]1)[CH2:2]2.Cl[C:23]1[CH:28]=[CH:27][N:26]=[C:25]([NH:29][C:30]2[CH:35]=[CH:34][N:33]=[C:32]([CH3:36])[N:31]=2)[CH:24]=1.CC(C1C=C(C(C)C)C(C2C=CC=CC=2P(C2CCCCC2)C2CCCCC2)=C(C(C)C)C=1)C.P([O-])([O-])([O-])=O.[K+].[K+].[K+].O. Given the product [C:1]12([N:6]([CH3:21])[C:7]([C:9]3[CH:10]=[C:11]([C:23]4[CH:28]=[CH:27][N:26]=[C:25]([NH:29][C:30]5[CH:35]=[CH:34][N:33]=[C:32]([CH3:36])[N:31]=5)[CH:24]=4)[CH:12]=[N:13][C:14]=3[N:15]([CH3:17])[CH3:16])=[O:8])[CH2:5][CH:3]([CH2:4]1)[CH2:2]2, predict the reactants needed to synthesize it. (2) Given the product [NH2:20][S:21]([C:24]1[CH:25]=[C:26]([NH:27][C:2]2[N:7]=[C:6]([NH:8][C:9]3[CH:14]=[CH:13][C:12]([O:15][CH2:16][C:17]#[CH:18])=[CH:11][CH:10]=3)[C:5]([F:19])=[CH:4][N:3]=2)[CH:28]=[CH:29][C:30]=1[CH3:31])(=[O:22])=[O:23], predict the reactants needed to synthesize it. The reactants are: Cl[C:2]1[N:7]=[C:6]([NH:8][C:9]2[CH:14]=[CH:13][C:12]([O:15][CH2:16][C:17]#[CH:18])=[CH:11][CH:10]=2)[C:5]([F:19])=[CH:4][N:3]=1.[NH2:20][S:21]([C:24]1[CH:25]=[C:26]([CH:28]=[CH:29][C:30]=1[CH3:31])[NH2:27])(=[O:23])=[O:22].FC(F)(F)C(O)=O.CC(O)C.